This data is from Forward reaction prediction with 1.9M reactions from USPTO patents (1976-2016). The task is: Predict the product of the given reaction. Given the reactants [Cl:1][C:2]1[CH:7]=[CH:6][C:5]([S:8]([CH:11]([C:19]2[CH:24]=[C:23]([F:25])[CH:22]=[CH:21][C:20]=2[F:26])[CH2:12][CH2:13][CH2:14][CH2:15][CH2:16][CH2:17]O)(=[O:10])=[O:9])=[CH:4][CH:3]=1.C(C=P(CCCC)(CCCC)CCCC)#N, predict the reaction product. The product is: [Cl:1][C:2]1[CH:7]=[CH:6][C:5]([S:8]([C:11]2([C:19]3[CH:24]=[C:23]([F:25])[CH:22]=[CH:21][C:20]=3[F:26])[CH2:17][CH2:16][CH2:15][CH2:14][CH2:13][CH2:12]2)(=[O:10])=[O:9])=[CH:4][CH:3]=1.